From a dataset of Reaction yield outcomes from USPTO patents with 853,638 reactions. Predict the reaction yield, written as a fraction of the theoretical maximum amount of product (1.0 means a 100% yield; for example, 0.34 means a 34% yield). The reactants are [Cl:1][C:2]1[N:3]=[C:4]([C:9]([NH:11][C@H:12]2[CH2:17][CH2:16][N:15]([C:18]3[S:19][C:20]([C:24](O)=[O:25])=[C:21]([CH3:23])[N:22]=3)[CH2:14][C@H:13]2[O:27][CH3:28])=[O:10])[NH:5][C:6]=1[CH2:7][CH3:8].[NH2:29][CH2:30][CH2:31][C:32]#[N:33].CCN=C=NCCCN(C)C.Cl.C1C=CC2N(O)N=NC=2C=1. The catalyst is CC(N(C)C)=O.ClCCl. The product is [Cl:1][C:2]1[N:3]=[C:4]([C:9]([NH:11][C@H:12]2[CH2:17][CH2:16][N:15]([C:18]3[S:19][C:20]([C:24]([NH:33][CH2:32][CH2:31][C:30]#[N:29])=[O:25])=[C:21]([CH3:23])[N:22]=3)[CH2:14][C@H:13]2[O:27][CH3:28])=[O:10])[NH:5][C:6]=1[CH2:7][CH3:8]. The yield is 0.820.